Dataset: Full USPTO retrosynthesis dataset with 1.9M reactions from patents (1976-2016). Task: Predict the reactants needed to synthesize the given product. (1) Given the product [ClH:1].[NH2:24][C@@H:22]1[CH2:23][C@H:21]1[C:18]1[CH:17]=[CH:16][C:15]([C:5]2[C:4]([O:3][CH3:2])=[CH:9][CH:8]=[C:7]([NH:10][S:11]([CH3:14])(=[O:13])=[O:12])[CH:6]=2)=[CH:20][CH:19]=1, predict the reactants needed to synthesize it. The reactants are: [ClH:1].[CH3:2][O:3][C:4]1[CH:9]=[CH:8][C:7]([NH:10][S:11]([CH3:14])(=[O:13])=[O:12])=[CH:6][C:5]=1[C:15]1[CH:20]=[CH:19][C:18]([C@@H:21]2[CH2:23][C@H:22]2[NH:24]C(=O)OC(C)(C)C)=[CH:17][CH:16]=1. (2) Given the product [C:1]([C:5]1[N:6]=[C:7]([N:22]2[CH2:27][CH2:26][N:33]([CH3:32])[CH2:24][CH2:23]2)[C:8]2[N:13]=[N:12][N:11]([CH2:14][C:15]3[CH:20]=[CH:19][CH:18]=[CH:17][C:16]=3[Cl:21])[C:9]=2[N:10]=1)([CH3:4])([CH3:3])[CH3:2], predict the reactants needed to synthesize it. The reactants are: [C:1]([C:5]1[N:6]=[C:7]([N:22]2[CH2:27][CH2:26]O[CH2:24][CH2:23]2)[C:8]2[N:13]=[N:12][N:11]([CH2:14][C:15]3[CH:20]=[CH:19][CH:18]=[CH:17][C:16]=3[Cl:21])[C:9]=2[N:10]=1)([CH3:4])([CH3:3])[CH3:2].C([C:32]1[N:33]=C(Cl)C2N=NN(CC3C=CC=CC=3Cl)C=2N=1)(C)(C)C.CN1CCNCC1. (3) Given the product [CH2:19]([O:11][C:3]1[C:2]([F:1])=[C:7]([F:8])[CH:6]=[C:5]([F:9])[C:4]=1[F:10])[CH2:20][CH2:21][CH3:22], predict the reactants needed to synthesize it. The reactants are: [F:1][C:2]1[C:7]([F:8])=[CH:6][C:5]([F:9])=[C:4]([F:10])[C:3]=1[OH:11].C(=O)([O-])[O-].[K+].[K+].Br[CH2:19][CH2:20][CH2:21][CH3:22].O. (4) Given the product [Br:1][C:2]1[CH:7]=[CH:6][C:5]([O:8][CH:22]([CH3:23])[C:21]([O:20][CH3:19])=[O:25])=[C:4]([N+:9]([O-:11])=[O:10])[CH:3]=1, predict the reactants needed to synthesize it. The reactants are: [Br:1][C:2]1[CH:7]=[CH:6][C:5]([OH:8])=[C:4]([N+:9]([O-:11])=[O:10])[CH:3]=1.C1(O)C=CC=CC=1.[CH3:19][O:20][C:21](=[O:25])[CH:22](Br)[CH3:23].